From a dataset of Forward reaction prediction with 1.9M reactions from USPTO patents (1976-2016). Predict the product of the given reaction. (1) Given the reactants C[O:2][C:3]1[CH:24]=[CH:23][C:6]([O:7][C:8]2[CH:9]=[C:10]3[C:14](=[CH:15][CH:16]=2)[N:13]([C:17]2[CH:18]=[N:19][CH:20]=[CH:21][CH:22]=2)[N:12]=[CH:11]3)=[CH:5][CH:4]=1.N[C@H](C(O)=O)CCSC.[OH-].[Na+].C(=O)(O)[O-].[Na+], predict the reaction product. The product is: [N:19]1[CH:20]=[CH:21][CH:22]=[C:17]([N:13]2[C:14]3[C:10](=[CH:9][C:8]([O:7][C:6]4[CH:23]=[CH:24][C:3]([OH:2])=[CH:4][CH:5]=4)=[CH:16][CH:15]=3)[CH:11]=[N:12]2)[CH:18]=1. (2) Given the reactants CO[CH2:3][N:4]([CH2:10][C:11]1[CH:16]=[CH:15][CH:14]=[CH:13][CH:12]=1)[CH2:5][Si](C)(C)C.FC(F)(F)C(O)=O.[CH2:24]([O:26][C:27](=[O:32])[C:28]([CH2:30][F:31])=[CH2:29])[CH3:25], predict the reaction product. The product is: [CH2:24]([O:26][C:27]([C:28]1([CH2:30][F:31])[CH2:29][CH2:3][N:4]([CH2:10][C:11]2[CH:12]=[CH:13][CH:14]=[CH:15][CH:16]=2)[CH2:5]1)=[O:32])[CH3:25]. (3) The product is: [CH3:14][O:6][C:5](=[O:7])[C:4]1[CH:8]=[CH:9][CH:10]=[C:2]([OH:1])[C:3]=1[CH3:11]. Given the reactants [OH:1][C:2]1[C:3]([CH3:11])=[C:4]([CH:8]=[CH:9][CH:10]=1)[C:5]([OH:7])=[O:6].Cl[Si](C)(C)[CH3:14], predict the reaction product. (4) Given the reactants C[N:2]([CH:4]=[C:5]1[C:11]2[CH:12]=[C:13]([N:16]3[CH2:20][C@H:19]([CH2:21][NH:22][C:23](=[O:25])[CH3:24])[O:18][C:17]3=[O:26])[CH:14]=[CH:15][C:10]=2[CH2:9][CH2:8][CH2:7][C:6]1=[O:27])C.NOS(O)(=O)=O.C(=O)(O)[O-].[Na+], predict the reaction product. The product is: [CH:4]1[C:5]2[C:11]3[CH:12]=[C:13]([N:16]4[CH2:20][C@H:19]([CH2:21][NH:22][C:23](=[O:25])[CH3:24])[O:18][C:17]4=[O:26])[CH:14]=[CH:15][C:10]=3[CH2:9][CH2:8][CH2:7][C:6]=2[O:27][N:2]=1. (5) The product is: [CH3:1][O:2][C:3]1[C:10]([O:11][CH3:12])=[CH:9][CH:8]=[CH:7][C:4]=1[CH:5]1[CH:15]([C:16]([OH:18])=[O:17])[CH2:14][C:13](=[O:19])[O:6]1. Given the reactants [CH3:1][O:2][C:3]1[C:10]([O:11][CH3:12])=[CH:9][CH:8]=[CH:7][C:4]=1[CH:5]=[O:6].[C:13]1(=[O:19])[O:18][C:16](=[O:17])[CH2:15][CH2:14]1.C(N(CC)CC)C.Cl, predict the reaction product.